Dataset: Reaction yield outcomes from USPTO patents with 853,638 reactions. Task: Predict the reaction yield, written as a fraction of the theoretical maximum amount of product (1.0 means a 100% yield; for example, 0.34 means a 34% yield). (1) The reactants are Cl[C:2]1[N:3]=[C:4]2[CH:12]=[CH:11][CH:10]=[N:9][C:5]2=[N:6][C:7]=1[Cl:8].[C:13]1([S:19]([NH2:22])(=[O:21])=[O:20])[CH:18]=[CH:17][CH:16]=[CH:15][CH:14]=1.C([O-])([O-])=O.[K+].[K+]. The catalyst is CC(N(C)C)=O. The product is [Cl:8][C:7]1[N:6]=[C:5]2[N:9]=[CH:10][CH:11]=[CH:12][C:4]2=[N:3][C:2]=1[NH:22][S:19]([C:13]1[CH:18]=[CH:17][CH:16]=[CH:15][CH:14]=1)(=[O:21])=[O:20]. The yield is 0.170. (2) The reactants are [CH2:1]([O:3][C:4](=[O:21])[C:5](Cl)=[N:6][NH:7][C:8]1[CH:13]=[C:12]([Br:14])[CH:11]=[CH:10][C:9]=1[O:15][CH2:16][CH2:17][C:18]#[CH:19])[CH3:2].C(N(CC)CC)C. The catalyst is C1(C)C=CC=CC=1. The product is [CH2:1]([O:3][C:4]([C:5]1[CH:19]=[C:18]2[N:7]([N:6]=1)[C:8]1[CH:13]=[C:12]([Br:14])[CH:11]=[CH:10][C:9]=1[O:15][CH2:16][CH2:17]2)=[O:21])[CH3:2]. The yield is 0.850. (3) The reactants are O.C1(C)C=CC(S(O)(=O)=O)=CC=1.[Br:13][C:14]1[CH:15]=[C:16]([C:21]2[C@@H:22](C(O[C@@H]3C[C@H](C)CC[C@H]3C(C)C)=O)[C@:23]([C:30]3[CH:35]=[C:34]([Cl:36])[C:33]([Cl:37])=[C:32]([Cl:38])[CH:31]=3)([C:26]([F:29])([F:28])[F:27])[CH2:24][N:25]=2)[CH:17]=[CH:18][C:19]=1[F:20].ClC1C=CC=CC=1.CCOC(C)=O. The catalyst is BrC1C=C(C2[C@H](C(O[C@@H]3C[C@H](C)CC[C@H]3C(C)C)=O)[C@@](C3C=C(Cl)C(Cl)=C(Cl)C=3)(C(F)(F)F)CN=2)C=CC=1F. The product is [Br:13][C:14]1[CH:15]=[C:16]([C:21]2[CH2:22][C@@:23]([C:30]3[CH:35]=[C:34]([Cl:36])[C:33]([Cl:37])=[C:32]([Cl:38])[CH:31]=3)([C:26]([F:28])([F:27])[F:29])[CH2:24][N:25]=2)[CH:17]=[CH:18][C:19]=1[F:20]. The yield is 0.915. (4) The reactants are [CH3:1][O:2][C:3]1[CH:12]=[C:11]2[C:6]([CH2:7][CH2:8][C:9](=[O:15])[C:10]2([CH3:14])[CH3:13])=[CH:5][CH:4]=1.Br[C:17]1[C:18]([O:23][CH2:24][C:25]2[CH:30]=[CH:29][C:28]([O:31][CH3:32])=[CH:27][CH:26]=2)=[N:19][CH:20]=[CH:21][CH:22]=1.CC(C)([O-])C.[Na+].F[B-](F)(F)F.[H+].C(P(C(C)(C)C)C(C)(C)C)(C)(C)C.[Cl-].[NH4+]. The catalyst is C([O-])(=O)C.[Pd+2].C([O-])(=O)C.C1COCC1.C1(C)C=CC=CC=1. The product is [CH3:1][O:2][C:3]1[CH:12]=[C:11]2[C:6]([CH2:7][CH:8]([C:17]3[C:18]([O:23][CH2:24][C:25]4[CH:26]=[CH:27][C:28]([O:31][CH3:32])=[CH:29][CH:30]=4)=[N:19][CH:20]=[CH:21][CH:22]=3)[C:9](=[O:15])[C:10]2([CH3:13])[CH3:14])=[CH:5][CH:4]=1. The yield is 0.0800. (5) The reactants are [C:1]([O:5][C:6]([N:8]1[CH2:13][CH2:12][N:11]([S:14]([CH2:17][CH2:18][CH2:19]Cl)(=[O:16])=[O:15])[CH2:10][CH2:9]1)=[O:7])([CH3:4])([CH3:3])[CH3:2].[NH:21]1[CH2:26][CH2:25][O:24][CH2:23][CH2:22]1.C(=O)([O-])[O-].[K+].[K+].[I-].[K+]. The catalyst is CC#N. The product is [C:1]([O:5][C:6]([N:8]1[CH2:13][CH2:12][N:11]([S:14]([CH2:17][CH2:18][CH2:19][N:21]2[CH2:26][CH2:25][O:24][CH2:23][CH2:22]2)(=[O:16])=[O:15])[CH2:10][CH2:9]1)=[O:7])([CH3:4])([CH3:3])[CH3:2]. The yield is 0.890. (6) The reactants are C[O:2][N+]1(C)CCOCC1.[CH:10]([C:12]1[N:13]([C:21]([O:23][C:24]([CH3:27])([CH3:26])[CH3:25])=[O:22])[C:14]2[C:19]([CH:20]=1)=[CH:18][CH:17]=[CH:16][CH:15]=2)=[CH2:11].[O-]S([O-])=O.[Na+].[Na+].[OH2:34]. The catalyst is CC(C)=O.C1COCC1.O=[Os](=O)(=O)=O. The product is [OH:34][CH:10]([C:12]1[N:13]([C:21]([O:23][C:24]([CH3:27])([CH3:26])[CH3:25])=[O:22])[C:14]2[C:19]([CH:20]=1)=[CH:18][CH:17]=[CH:16][CH:15]=2)[CH2:11][OH:2]. The yield is 0.690. (7) The reactants are [C:1]([C:5]1[O:9][N:8]=[C:7]([NH:10][C:11]([NH:13][C:14]2[CH:19]=[CH:18][CH:17]=[C:16]([S:20][C:21]3[C:30]4[C:25](=[CH:26][C:27]([O:33][CH2:34][CH2:35]Cl)=[C:28]([O:31][CH3:32])[CH:29]=4)[N:24]=[CH:23][N:22]=3)[CH:15]=2)=[O:12])[CH:6]=1)([CH3:4])([CH3:3])[CH3:2].[NH:37]1[CH2:42][CH2:41][CH2:40][CH2:39][CH2:38]1.C(N(C(C)C)CC)(C)C. The catalyst is CN(C=O)C.[I-].C([N+](CCCC)(CCCC)CCCC)CCC. The product is [C:1]([C:5]1[O:9][N:8]=[C:7]([NH:10][C:11]([NH:13][C:14]2[CH:19]=[CH:18][CH:17]=[C:16]([S:20][C:21]3[C:30]4[C:25](=[CH:26][C:27]([O:33][CH2:34][CH2:35][N:37]5[CH2:42][CH2:41][CH2:40][CH2:39][CH2:38]5)=[C:28]([O:31][CH3:32])[CH:29]=4)[N:24]=[CH:23][N:22]=3)[CH:15]=2)=[O:12])[CH:6]=1)([CH3:4])([CH3:3])[CH3:2]. The yield is 0.170. (8) The reactants are C(=O)([O-])[O-].[K+].[K+].[CH3:7][O:8][C:9]1[CH:14]=[CH:13][C:12]([N:15]2[C:19]([C:20]3[CH:25]=[CH:24][C:23]([O:26][CH3:27])=[CH:22][CH:21]=3)=[N:18][C:17]([OH:28])=[N:16]2)=[CH:11][CH:10]=1.[F:29][C:30]([F:34])([F:33])[CH2:31]I.C(OCC)(=O)C. The catalyst is CN(C)C=O.O. The product is [CH3:7][O:8][C:9]1[CH:10]=[CH:11][C:12]([N:15]2[C:19]([C:20]3[CH:25]=[CH:24][C:23]([O:26][CH3:27])=[CH:22][CH:21]=3)=[N:18][C:17]([O:28][CH2:31][C:30]([F:34])([F:33])[F:29])=[N:16]2)=[CH:13][CH:14]=1. The yield is 0.536. (9) The reactants are [Cl:1][C:2]1[CH:6]=[N:5][N:4]([CH3:7])[C:3]=1[C:8]1[CH:9]=[C:10]([NH2:16])[CH:11]=[CH:12][C:13]=1[O:14][CH3:15].[Cl:17][C:18]1[CH:19]=[C:20]([N:24]=[C:25]=[O:26])[CH:21]=[CH:22][CH:23]=1. No catalyst specified. The product is [Cl:1][C:2]1[CH:6]=[N:5][N:4]([CH3:7])[C:3]=1[C:8]1[CH:9]=[C:10]([NH:16][C:25]([NH:24][C:20]2[CH:21]=[CH:22][CH:23]=[C:18]([Cl:17])[CH:19]=2)=[O:26])[CH:11]=[CH:12][C:13]=1[O:14][CH3:15]. The yield is 0.460. (10) The reactants are C(O[C:6](=O)[NH:7][CH2:8][CH:9]([C:17]1[CH:26]=[CH:25][C:24]2[C:19](=[CH:20][CH:21]=[CH:22][CH:23]=2)[CH:18]=1)[CH:10](O)[C:11]1[S:12][CH:13]=[CH:14][CH:15]=1)(C)(C)C.C(OC(=O)NCC(C1C=CC2C(=CC=CC=2)C=1)C(OC(OC(C)(C)C)=O)C1SC=CC=1)(C)(C)C.B.C1COCC1.C([O-])(O)=O.[Na+]. The catalyst is C1COCC1. The product is [CH3:6][NH:7][CH2:8][CH:9]([C:17]1[CH:26]=[CH:25][C:24]2[C:19](=[CH:20][CH:21]=[CH:22][CH:23]=2)[CH:18]=1)[CH2:10][C:11]1[S:12][CH:13]=[CH:14][CH:15]=1. The yield is 0.632.